Regression. Given two drug SMILES strings and cell line genomic features, predict the synergy score measuring deviation from expected non-interaction effect. From a dataset of NCI-60 drug combinations with 297,098 pairs across 59 cell lines. (1) Synergy scores: CSS=63.5, Synergy_ZIP=0.501, Synergy_Bliss=1.11, Synergy_Loewe=5.70, Synergy_HSA=6.90. Cell line: MOLT-4. Drug 2: CC1CCC2CC(C(=CC=CC=CC(CC(C(=O)C(C(C(=CC(C(=O)CC(OC(=O)C3CCCCN3C(=O)C(=O)C1(O2)O)C(C)CC4CCC(C(C4)OC)OCCO)C)C)O)OC)C)C)C)OC. Drug 1: CC(CN1CC(=O)NC(=O)C1)N2CC(=O)NC(=O)C2. (2) Drug 1: C1=CC(=CC=C1CCCC(=O)O)N(CCCl)CCCl. Drug 2: CC12CCC3C(C1CCC2O)C(CC4=C3C=CC(=C4)O)CCCCCCCCCS(=O)CCCC(C(F)(F)F)(F)F. Cell line: KM12. Synergy scores: CSS=-5.15, Synergy_ZIP=-4.75, Synergy_Bliss=-10.7, Synergy_Loewe=-6.41, Synergy_HSA=-7.03. (3) Drug 1: C1CN1C2=NC(=NC(=N2)N3CC3)N4CC4. Drug 2: C(CCl)NC(=O)N(CCCl)N=O. Cell line: SF-295. Synergy scores: CSS=41.2, Synergy_ZIP=-3.05, Synergy_Bliss=-1.50, Synergy_Loewe=-14.3, Synergy_HSA=-0.311. (4) Drug 2: CC1=C(C=C(C=C1)NC2=NC=CC(=N2)N(C)C3=CC4=NN(C(=C4C=C3)C)C)S(=O)(=O)N.Cl. Cell line: HL-60(TB). Drug 1: CNC(=O)C1=CC=CC=C1SC2=CC3=C(C=C2)C(=NN3)C=CC4=CC=CC=N4. Synergy scores: CSS=-2.23, Synergy_ZIP=12.7, Synergy_Bliss=5.64, Synergy_Loewe=-22.4, Synergy_HSA=-15.7. (5) Drug 1: CC(C1=C(C=CC(=C1Cl)F)Cl)OC2=C(N=CC(=C2)C3=CN(N=C3)C4CCNCC4)N. Drug 2: CCCS(=O)(=O)NC1=C(C(=C(C=C1)F)C(=O)C2=CNC3=C2C=C(C=N3)C4=CC=C(C=C4)Cl)F. Cell line: UO-31. Synergy scores: CSS=4.47, Synergy_ZIP=-2.30, Synergy_Bliss=1.51, Synergy_Loewe=2.67, Synergy_HSA=2.68.